This data is from Catalyst prediction with 721,799 reactions and 888 catalyst types from USPTO. The task is: Predict which catalyst facilitates the given reaction. (1) Reactant: [C@@H]1(N2C=C(C)C(=O)NC2=O)O[C@H](CO)[C@@H](O)C1.COC1C(OC)=C(C=CC=1)C(Cl)(C1C=CC=CC=1)C1C=CC=CC=1.COC1C=CC(C([O:63][C@@H:64]2[C@@H:68]([CH2:69][O:70][C:71]([C:88]3[CH:93]=[CH:92][CH:91]=[CH:90][CH:89]=3)([C:80]3[CH:85]=[CH:84][C:83]([O:86][CH3:87])=[CH:82][CH:81]=3)[C:72]3[CH:77]=[CH:76][C:75]([O:78][CH3:79])=[CH:74][CH:73]=3)[O:67][C@@H:66]([N:94]3[CH:102]=[C:100]([CH3:101])[C:98](=[O:99])[NH:97][C:95]3=[O:96])[CH2:65]2)(C2C=CC=CC=2)C2C=CC(OC)=CC=2)=CC=1. Product: [CH3:79][O:78][C:75]1[CH:76]=[CH:77][C:72]([C:71]([O:70][CH2:69][C@H:68]2[O:67][C@@H:66]([N:94]3[CH:102]=[C:100]([CH3:101])[C:98](=[O:99])[NH:97][C:95]3=[O:96])[CH2:65][C@@H:64]2[OH:63])([C:88]2[CH:89]=[CH:90][CH:91]=[CH:92][CH:93]=2)[C:80]2[CH:85]=[CH:84][C:83]([O:86][CH3:87])=[CH:82][CH:81]=2)=[CH:73][CH:74]=1. The catalyst class is: 17. (2) Reactant: [OH:1][C:2]1[CH:3]=[C:4]([CH:7]=[CH:8][CH:9]=1)[CH:5]=O.[NH2:10][C:11]1[CH:16]=[CH:15][CH:14]=[CH:13][CH:12]=1.C(O)(=O)C.C(O[BH-](OC(=O)C)OC(=O)C)(=O)C.[Na+]. Product: [C:11]1([NH:10][CH2:5][C:4]2[CH:3]=[C:2]([OH:1])[CH:9]=[CH:8][CH:7]=2)[CH:16]=[CH:15][CH:14]=[CH:13][CH:12]=1. The catalyst class is: 46.